From a dataset of Reaction yield outcomes from USPTO patents with 853,638 reactions. Predict the reaction yield, written as a fraction of the theoretical maximum amount of product (1.0 means a 100% yield; for example, 0.34 means a 34% yield). (1) The reactants are [N+:1]([C:4]1[CH:22]=[CH:21][C:7]([CH2:8][C:9]([CH3:20])([C:15]([O:17][CH2:18][CH3:19])=[O:16])[C:10]([O:12][CH2:13][CH3:14])=[O:11])=[CH:6][CH:5]=1)([O-])=O.O.C(OCC)(=O)C.C(N(CC)CC)C. The catalyst is CCO. The product is [NH2:1][C:4]1[CH:5]=[CH:6][C:7]([CH2:8][C:9]([CH3:20])([C:15]([O:17][CH2:18][CH3:19])=[O:16])[C:10]([O:12][CH2:13][CH3:14])=[O:11])=[CH:21][CH:22]=1. The yield is 0.814. (2) The reactants are C(O[C:4]([N:6]1[CH2:11][CH2:10][C:9]([C:19]2[CH:24]=[CH:23][C:22]([Br:25])=[CH:21][CH:20]=2)([C:12]2[CH:17]=[CH:16][C:15]([Cl:18])=[CH:14][CH:13]=2)[CH2:8][CH2:7]1)=O)C.[H-].[Al+3].[Li+].[H-].[H-].[H-]. The catalyst is O1CCCC1. The product is [Br:25][C:22]1[CH:23]=[CH:24][C:19]([C:9]2([C:12]3[CH:13]=[CH:14][C:15]([Cl:18])=[CH:16][CH:17]=3)[CH2:10][CH2:11][N:6]([CH3:4])[CH2:7][CH2:8]2)=[CH:20][CH:21]=1. The yield is 0.990. (3) The reactants are [CH3:1][N:2]([CH3:25])[C:3]1[CH:8]=[CH:7][C:6]([C:9]2[C:14]([N:15]3[CH2:21][CH2:20][C:19](=[O:22])[NH:18][CH2:17][CH2:16]3)=[CH:13][CH:12]=[C:11]([O:23][CH3:24])[N:10]=2)=[CH:5][CH:4]=1.Br[C:27]1[CH:32]=[CH:31][C:30]([F:33])=[CH:29][CH:28]=1.C(=O)([O-])[O-].[K+].[K+].CNCCNC. The catalyst is [Cu](I)I.O.C1(C)C=CC=CC=1. The product is [CH3:1][N:2]([CH3:25])[C:3]1[CH:8]=[CH:7][C:6]([C:9]2[C:14]([N:15]3[CH2:21][CH2:20][C:19](=[O:22])[N:18]([C:27]4[CH:32]=[CH:31][C:30]([F:33])=[CH:29][CH:28]=4)[CH2:17][CH2:16]3)=[CH:13][CH:12]=[C:11]([O:23][CH3:24])[N:10]=2)=[CH:5][CH:4]=1. The yield is 0.0800. (4) The reactants are S=[C:2]1[CH2:6][S:5][C:4](=[O:7])[NH:3]1.[CH3:8][N:9]1[CH2:13][CH2:12][CH2:11][CH:10]1[CH2:14][CH2:15][NH2:16].[F:17][C:18]([F:42])([F:41])[C:19]1[CH:36]=[C:35]([C:37]([F:40])([F:39])[F:38])[CH:34]=[CH:33][C:20]=1[CH2:21][O:22][C:23]1[CH:30]=[CH:29][C:26]([CH:27]=O)=[C:25](OC)[CH:24]=1.C[C:44](C)([O-:46])C.[K+]. The catalyst is C(O)C. The product is [F:17][C:18]([F:42])([F:41])[C:19]1[CH:36]=[C:35]([C:37]([F:38])([F:40])[F:39])[CH:34]=[CH:33][C:20]=1[CH2:21][O:22][C:23]1[CH:24]=[CH:25][C:26](/[CH:27]=[C:6]2/[C:2]([NH:16][CH2:15][CH2:14][CH:10]3[CH2:11][CH2:12][CH2:13][N:9]3[CH3:8])=[N:3][C:4](=[O:7])[S:5]/2)=[CH:29][C:30]=1[O:46][CH3:44]. The yield is 0.270. (5) The reactants are [F:1][C:2]1[CH:3]=[C:4]([CH:8]=[CH:9][C:10]=1[C:11]([OH:14])([CH3:13])[CH3:12])[C:5]([OH:7])=[O:6].C(=O)([O-])[O-].[Cs+].[Cs+].[CH2:21](Br)[C:22]1[CH:27]=[CH:26][CH:25]=[CH:24][CH:23]=1. The catalyst is CN(C=O)C. The product is [F:1][C:2]1[CH:3]=[C:4]([CH:8]=[CH:9][C:10]=1[C:11]([OH:14])([CH3:12])[CH3:13])[C:5]([O:7][CH2:21][C:22]1[CH:27]=[CH:26][CH:25]=[CH:24][CH:23]=1)=[O:6]. The yield is 0.210.